This data is from Full USPTO retrosynthesis dataset with 1.9M reactions from patents (1976-2016). The task is: Predict the reactants needed to synthesize the given product. (1) Given the product [Cl:1][C:2]1[CH:3]=[CH:4][C:5]([CH:8]([C:21]2[CH:26]=[CH:25][C:24]([Cl:27])=[CH:23][CH:22]=2)[C:9]2[CH:10]=[C:11]3[C:16](=[CH:17][CH:18]=2)[N:15]([CH2:36][C:37]([NH2:39])=[O:38])[C:14](=[O:19])[CH:13]=[C:12]3[Br:20])=[CH:6][CH:7]=1, predict the reactants needed to synthesize it. The reactants are: [Cl:1][C:2]1[CH:7]=[CH:6][C:5]([CH:8]([C:21]2[CH:26]=[CH:25][C:24]([Cl:27])=[CH:23][CH:22]=2)[C:9]2[CH:10]=[C:11]3[C:16](=[CH:17][CH:18]=2)[NH:15][C:14](=[O:19])[CH:13]=[C:12]3[Br:20])=[CH:4][CH:3]=1.CN(C)C=O.[H-].[Na+].Br[CH2:36][C:37]([NH2:39])=[O:38]. (2) Given the product [C:17]([O:21][C:22]([N:24]1[CH2:29][CH2:28][CH:27]([C:30](=[O:33])[CH2:31][N:14]2[CH2:15][CH2:16][N:11]([C:8]3[CH:7]=[CH:6][C:5]([S:2]([CH3:1])(=[O:3])=[O:4])=[CH:10][CH:9]=3)[CH2:12][CH2:13]2)[CH2:26][CH2:25]1)=[O:23])([CH3:20])([CH3:18])[CH3:19], predict the reactants needed to synthesize it. The reactants are: [CH3:1][S:2]([C:5]1[CH:10]=[CH:9][C:8]([N:11]2[CH2:16][CH2:15][NH:14][CH2:13][CH2:12]2)=[CH:7][CH:6]=1)(=[O:4])=[O:3].[C:17]([O:21][C:22]([N:24]1[CH2:29][CH2:28][CH:27]([C:30](=[O:33])[CH2:31]Br)[CH2:26][CH2:25]1)=[O:23])([CH3:20])([CH3:19])[CH3:18].C([O-])([O-])=O.[K+].[K+].CCOC(C)=O. (3) Given the product [C:50]([O:54][C:55](=[O:58])[CH:56]=[CH:57][C:2]1[CH:3]=[CH:4][C:5]([C:8]2[N:17]=[C:16]3[N:10]([CH2:11][CH2:12][C:13]4[CH:29]=[CH:28][CH:27]=[CH:26][C:14]=4[CH:15]3[O:18][CH:19]3[CH2:20][CH2:21][N:22]([CH3:25])[CH2:23][CH2:24]3)[C:9]=2[CH3:30])=[CH:6][CH:7]=1)([CH3:53])([CH3:52])[CH3:51], predict the reactants needed to synthesize it. The reactants are: Br[C:2]1[CH:7]=[CH:6][C:5]([C:8]2[N:17]=[C:16]3[N:10]([CH2:11][CH2:12][C:13]4[CH:29]=[CH:28][CH:27]=[CH:26][C:14]=4[CH:15]3[O:18][CH:19]3[CH2:24][CH2:23][N:22]([CH3:25])[CH2:21][CH2:20]3)[C:9]=2[CH3:30])=[CH:4][CH:3]=1.C1C=CC(P(C2C=CC=CC=2)C2C=CC=CC=2)=CC=1.[C:50]([O:54][C:55](=[O:58])[CH:56]=[CH2:57])([CH3:53])([CH3:52])[CH3:51].C(N(CC)CC)C.N.